Dataset: Catalyst prediction with 721,799 reactions and 888 catalyst types from USPTO. Task: Predict which catalyst facilitates the given reaction. (1) Reactant: [CH3:1][O:2][C:3]1[CH:8]=[CH:7][C:6]([NH:9]/[C:10](=[C:18]2\[C:19](=[O:30])[NH:20][C:21]3[C:26]\2=[CH:25][C:24]([N+:27]([O-:29])=[O:28])=[CH:23][CH:22]=3)/[C:11]2[CH:16]=[CH:15][C:14](I)=[CH:13][CH:12]=2)=[CH:5][CH:4]=1.[C:31]([O:35][CH3:36])(=[O:34])[CH:32]=[CH2:33].C(N(CC)CC)C. Product: [CH3:1][O:2][C:3]1[CH:8]=[CH:7][C:6]([NH:9]/[C:10](=[C:18]2\[C:19](=[O:30])[NH:20][C:21]3[C:26]\2=[CH:25][C:24]([N+:27]([O-:29])=[O:28])=[CH:23][CH:22]=3)/[C:11]2[CH:16]=[CH:15][C:14](/[CH:33]=[CH:32]/[C:31]([O:35][CH3:36])=[O:34])=[CH:13][CH:12]=2)=[CH:5][CH:4]=1. The catalyst class is: 10. (2) Reactant: Cl[C:2]1[N:11]=[C:10]([NH:12][CH2:13][CH:14]([N:21]2[CH2:26][CH2:25][O:24][CH2:23][CH2:22]2)[C:15]2[CH:20]=[CH:19][CH:18]=[CH:17][CH:16]=2)[C:9]2[C:4](=[CH:5][CH:6]=[CH:7][CH:8]=2)[N:3]=1.[CH3:27][N:28]([CH3:38])[C:29]1[CH:34]=[CH:33][C:32](B(O)O)=[CH:31][CH:30]=1.CN(C)C1C=CC(C2N=C(NCC(C3C=CC=CC=3)C3NC=CC=3)C3C(=CC=CC=3)N=2)=CC=1. Product: [CH3:27][N:28]([CH3:38])[C:29]1[CH:34]=[CH:33][C:32]([C:2]2[N:11]=[C:10]([NH:12][CH2:13][CH:14]([N:21]3[CH2:26][CH2:25][O:24][CH2:23][CH2:22]3)[C:15]3[CH:20]=[CH:19][CH:18]=[CH:17][CH:16]=3)[C:9]3[C:4](=[CH:5][CH:6]=[CH:7][CH:8]=3)[N:3]=2)=[CH:31][CH:30]=1. The catalyst class is: 61. (3) Reactant: [C:1]([C:9]1[CH:10]=[C:11]([CH:27]=[CH:28][CH:29]=1)[O:12][CH2:13][C:14]1[CH:19]=[CH:18][C:17]([C:20]2([C:23]([O:25][CH3:26])=[O:24])[CH2:22][CH2:21]2)=[CH:16][CH:15]=1)(=[O:8])[C:2]1[CH:7]=[CH:6][CH:5]=[CH:4][CH:3]=1.[BH4-].[Na+]. Product: [OH:8][CH:1]([C:2]1[CH:3]=[CH:4][CH:5]=[CH:6][CH:7]=1)[C:9]1[CH:10]=[C:11]([CH:27]=[CH:28][CH:29]=1)[O:12][CH2:13][C:14]1[CH:19]=[CH:18][C:17]([C:20]2([C:23]([O:25][CH3:26])=[O:24])[CH2:22][CH2:21]2)=[CH:16][CH:15]=1. The catalyst class is: 5. (4) Reactant: [H-].[Na+].[N+:3]([C:6]1[CH:7]=[CH:8][C:9]([CH:12]([C:17]([O:19][CH3:20])=[O:18])[C:13]([O:15][CH3:16])=[O:14])=[N:10][CH:11]=1)([O-:5])=[O:4].Br[CH2:22][CH:23]1[CH2:25][CH2:24]1. Product: [CH:23]1([CH2:22][C:12]([C:9]2[CH:8]=[CH:7][C:6]([N+:3]([O-:5])=[O:4])=[CH:11][N:10]=2)([C:17]([O:19][CH3:20])=[O:18])[C:13]([O:15][CH3:16])=[O:14])[CH2:25][CH2:24]1. The catalyst class is: 118. (5) Reactant: [N+:1]([C:4]1[CH:5]=[C:6]2[C:11](=[CH:12][CH:13]=1)[N:10]([C:14]1[CH:19]=[CH:18][CH:17]=[CH:16][CH:15]=1)[CH2:9][CH2:8][CH2:7]2)([O-])=O. Product: [C:14]1([N:10]2[C:11]3[C:6](=[CH:5][C:4]([NH2:1])=[CH:13][CH:12]=3)[CH2:7][CH2:8][CH2:9]2)[CH:19]=[CH:18][CH:17]=[CH:16][CH:15]=1. The catalyst class is: 19. (6) Reactant: [Br:1][C:2]1[CH:14]=[CH:13][C:12]2[C:11]3[C:6](=[CH:7][CH:8]=[CH:9][CH:10]=3)[NH:5][C:4]=2[CH:3]=1.Br[C:16]1[CH:21]=[CH:20][CH:19]=[CH:18][N:17]=1.N1CCC[C@H]1C(O)=O.C([O-])([O-])=O.[K+].[K+]. Product: [Br:1][C:2]1[CH:14]=[CH:13][C:12]2[C:11]3[C:6](=[CH:7][CH:8]=[CH:9][CH:10]=3)[N:5]([C:16]3[CH:21]=[CH:20][CH:19]=[CH:18][N:17]=3)[C:4]=2[CH:3]=1. The catalyst class is: 419. (7) Reactant: [CH2:1]([N:8]1[CH2:12][CH2:11][C@H:10]([OH:13])[CH2:9]1)[C:2]1[CH:7]=[CH:6][CH:5]=[CH:4][CH:3]=1.[OH-].[Na+].[CH3:16][S:17](Cl)(=[O:19])=[O:18]. Product: [CH2:1]([N:8]1[CH2:12][CH2:11][C@H:10]([O:13][S:17]([CH3:16])(=[O:19])=[O:18])[CH2:9]1)[C:2]1[CH:3]=[CH:4][CH:5]=[CH:6][CH:7]=1. The catalyst class is: 11. (8) Reactant: [Cl:1][C:2]1[N:7]=[C:6]2[CH:8]=[C:9]([C:11](O)=O)[NH:10][C:5]2=[CH:4][CH:3]=1.[C:14]([O-:17])([O-])=O.[Cs+].[Cs+].Br[CH2:21][C:22]1[CH:27]=[CH:26][CH:25]=[C:24]([C:28]([F:31])([F:30])[F:29])[CH:23]=1.[OH2:32]. Product: [Cl:1][C:2]1[N:7]=[C:6]2[CH:8]=[C:9]([C:11]([O:17][CH2:14][C:22]3[CH:27]=[CH:26][CH:25]=[C:24]([C:28]([F:31])([F:30])[F:29])[CH:23]=3)=[O:32])[N:10]([CH2:21][C:22]3[CH:27]=[CH:26][CH:25]=[C:24]([C:28]([F:31])([F:30])[F:29])[CH:23]=3)[C:5]2=[CH:4][CH:3]=1. The catalyst class is: 3. (9) Reactant: [Si:1]([O:8][C@@H:9]1[C@@:28]2([CH3:29])[C:13](=[CH:14][CH:15]=[C:16]3[C@@H:27]2[CH2:26][CH2:25][C@@:24]2([CH3:30])[C@H:17]3[CH2:18][CH:19]=[C:20]2[C@@H:21]([OH:23])[CH3:22])[CH2:12][C@@H:11]([O:31][Si:32]([C:35]([CH3:38])([CH3:37])[CH3:36])([CH3:34])[CH3:33])[CH2:10]1)([C:4]([CH3:7])([CH3:6])[CH3:5])([CH3:3])[CH3:2].[H-].[Na+].C1OCCOCCOCCOCCOC1.Br[CH2:57]/[CH:58]=[CH:59]/[C:60]([CH3:70])([O:62][Si:63]([CH2:68][CH3:69])([CH2:66][CH3:67])[CH2:64][CH3:65])[CH3:61]. Product: [Si:1]([O:8][C@@H:9]1[C@@:28]2([CH3:29])[C:13](=[CH:14][CH:15]=[C:16]3[C@@H:27]2[CH2:26][CH2:25][C@@:24]2([CH3:30])[C@H:17]3[CH2:18][CH:19]=[C:20]2[C@@H:21]([O:23][CH2:57]/[CH:58]=[CH:59]/[C:60]([CH3:70])([O:62][Si:63]([CH2:66][CH3:67])([CH2:68][CH3:69])[CH2:64][CH3:65])[CH3:61])[CH3:22])[CH2:12][C@@H:11]([O:31][Si:32]([C:35]([CH3:37])([CH3:36])[CH3:38])([CH3:33])[CH3:34])[CH2:10]1)([C:4]([CH3:7])([CH3:6])[CH3:5])([CH3:3])[CH3:2]. The catalyst class is: 7. (10) Reactant: [CH3:1][N:2]([CH2:4][C:5]1[C:13]2[O:12][N:11]=[C:10]([CH2:14][CH2:15][CH:16]3[CH2:21][CH2:20][NH:19][CH2:18][CH2:17]3)[C:9]=2[CH:8]=[CH:7][C:6]=1[O:22][CH2:23][C:24]1[CH:25]=[C:26]([CH:29]=[CH:30][CH:31]=1)[C:27]#[N:28])[CH3:3].Br[CH2:33][CH:34]1[O:38][CH2:37][CH2:36][O:35]1.C(N(CC)C(C)C)(C)C.[I-].[Na+].C(=O)(O)[O-].[Na+]. Product: [CH3:1][N:2]([CH2:4][C:5]1[C:13]2[O:12][N:11]=[C:10]([CH2:14][CH2:15][CH:16]3[CH2:21][CH2:20][N:19]([CH2:33][CH:34]4[O:38][CH2:37][CH2:36][O:35]4)[CH2:18][CH2:17]3)[C:9]=2[CH:8]=[CH:7][C:6]=1[O:22][CH2:23][C:24]1[CH:25]=[C:26]([CH:29]=[CH:30][CH:31]=1)[C:27]#[N:28])[CH3:3]. The catalyst class is: 10.